Dataset: Reaction yield outcomes from USPTO patents with 853,638 reactions. Task: Predict the reaction yield, written as a fraction of the theoretical maximum amount of product (1.0 means a 100% yield; for example, 0.34 means a 34% yield). (1) The product is [OH:1][C:2]1[CH:7]=[CH:6][C:5]([CH2:8][CH2:9][S:10][CH:11]([CH2:16][C:17]2[CH:22]=[CH:21][C:20]([CH2:23][CH2:24][O:25][C:26]3[CH:27]=[CH:28][C:29]([O:32][S:33]([CH3:36])(=[O:35])=[O:34])=[CH:30][CH:31]=3)=[CH:19][CH:18]=2)[C:12]([OH:14])=[O:13])=[CH:4][CH:3]=1. The catalyst is C1COCC1.O. The reactants are [OH:1][C:2]1[CH:7]=[CH:6][C:5]([CH2:8][CH2:9][S:10][CH:11]([CH2:16][C:17]2[CH:22]=[CH:21][C:20]([CH2:23][CH2:24][O:25][C:26]3[CH:31]=[CH:30][C:29]([O:32][S:33]([CH3:36])(=[O:35])=[O:34])=[CH:28][CH:27]=3)=[CH:19][CH:18]=2)[C:12]([O:14]C)=[O:13])=[CH:4][CH:3]=1.[OH-].[Li+]. The yield is 0.970. (2) The reactants are [Cl:1][C:2]1[C:3](=[O:16])[N:4]([C:9]2[CH:13]=[C:12]([I:14])[N:11]([CH3:15])[N:10]=2)[C:5](=[O:8])[C:6]=1[CH3:7].[BH4-].[Na+].O.C(OCC)(=O)C. The catalyst is CO.O1CCCC1. The product is [Cl:1][C:2]1[CH:3]([OH:16])[N:4]([C:9]2[CH:13]=[C:12]([I:14])[N:11]([CH3:15])[N:10]=2)[C:5](=[O:8])[C:6]=1[CH3:7].[Cl:1][C:2]1[C:3](=[O:16])[N:4]([C:9]2[CH:13]=[C:12]([I:14])[N:11]([CH3:15])[N:10]=2)[CH:5]([OH:8])[C:6]=1[CH3:7]. The yield is 0.260. (3) The reactants are [CH3:1][C:2]1([N:10]2[CH2:18][C:17]3[C:12](=[CH:13][CH:14]=[C:15]([C:19]#[N:20])[CH:16]=3)[C:11]2=[O:21])[CH2:7][CH2:6][C:5](=[O:8])[NH:4][C:3]1=[O:9].[ClH:22]. The catalyst is CC(O)C.O.O=[Pt]=O. The product is [ClH:22].[NH2:20][CH2:19][C:15]1[CH:16]=[C:17]2[C:12](=[CH:13][CH:14]=1)[C:11](=[O:21])[N:10]([C:2]1([CH3:1])[CH2:7][CH2:6][C:5](=[O:8])[NH:4][C:3]1=[O:9])[CH2:18]2. The yield is 0.920.